From a dataset of Forward reaction prediction with 1.9M reactions from USPTO patents (1976-2016). Predict the product of the given reaction. Given the reactants [C:1]([C:3]1[CH:20]=[CH:19][C:6]([O:7][CH2:8][CH:9]2[CH2:11][N:10]2[C:12]([O:14][C:15]([CH3:18])([CH3:17])[CH3:16])=[O:13])=[CH:5][CH:4]=1)#[N:2].C([C@H]1OC1)Cl, predict the reaction product. The product is: [C:1]([C:3]1[CH:4]=[CH:5][C:6]([O:7][CH2:8][C@@H:9]2[CH2:11][N:10]2[C:12]([O:14][C:15]([CH3:16])([CH3:17])[CH3:18])=[O:13])=[CH:19][CH:20]=1)#[N:2].